Dataset: Reaction yield outcomes from USPTO patents with 853,638 reactions. Task: Predict the reaction yield, written as a fraction of the theoretical maximum amount of product (1.0 means a 100% yield; for example, 0.34 means a 34% yield). (1) The reactants are [F:1][C:2]1[CH:7]=[CH:6][C:5]([CH2:8][C@@H:9]([NH:33]C(=O)OC(C)(C)C)[C:10](=[O:32])[NH:11][C:12]2[CH:13]=[C:14]3[C:30](=[O:31])[NH:29][N:28]=[CH:27][C:16]4=[C:17]([C:21]5[CH:26]=[CH:25][CH:24]=[CH:23][CH:22]=5)[NH:18][C:19]([CH:20]=2)=[C:15]34)=[CH:4][CH:3]=1.[ClH:41].C(N(CC)CC)C. The catalyst is O1CCOCC1. The product is [ClH:41].[NH2:33][C@H:9]([CH2:8][C:5]1[CH:4]=[CH:3][C:2]([F:1])=[CH:7][CH:6]=1)[C:10]([NH:11][C:12]1[CH:13]=[C:14]2[C:30](=[O:31])[NH:29][N:28]=[CH:27][C:16]3=[C:17]([C:21]4[CH:26]=[CH:25][CH:24]=[CH:23][CH:22]=4)[NH:18][C:19]([CH:20]=1)=[C:15]23)=[O:32]. The yield is 0.490. (2) The yield is 0.570. The catalyst is C1COCC1. The product is [I:33][C:30]1[CH:31]=[CH:32][C:27]([N:2]2[CH:3]=[CH:4][C:5]([CH:6]([C:8]3[CH:25]=[CH:24][C:11]4[N:12]([CH2:16][O:17][CH2:18][CH2:19][Si:20]([CH3:23])([CH3:22])[CH3:21])[C:13](=[O:15])[S:14][C:10]=4[CH:9]=3)[CH3:7])=[N:1]2)=[N:28][CH:29]=1. The reactants are [NH:1]1[C:5]([CH:6]([C:8]2[CH:25]=[CH:24][C:11]3[N:12]([CH2:16][O:17][CH2:18][CH2:19][Si:20]([CH3:23])([CH3:22])[CH3:21])[C:13](=[O:15])[S:14][C:10]=3[CH:9]=2)[CH3:7])=[CH:4][CH:3]=[N:2]1.F[C:27]1[CH:32]=[CH:31][C:30]([I:33])=[CH:29][N:28]=1.C(=O)([O-])[O-].[Cs+].[Cs+]. (3) The reactants are Br[C:2]1[CH:3]=[CH:4][C:5]([F:20])=[C:6]([C:8]2[CH:13]=[CH:12][C:11]([S:14]([CH3:17])(=[O:16])=[O:15])=[CH:10][C:9]=2[O:18][CH3:19])[CH:7]=1.[B:21]1([B:21]2[O:25][C:24]([CH3:27])([CH3:26])[C:23]([CH3:29])([CH3:28])[O:22]2)[O:25][C:24]([CH3:27])([CH3:26])[C:23]([CH3:29])([CH3:28])[O:22]1.C([O-])(=O)C.[K+]. The catalyst is O1CCOCC1. The product is [F:20][C:5]1[C:6]([C:8]2[CH:13]=[CH:12][C:11]([S:14]([CH3:17])(=[O:16])=[O:15])=[CH:10][C:9]=2[O:18][CH3:19])=[CH:7][C:2]([B:21]2[O:25][C:24]([CH3:27])([CH3:26])[C:23]([CH3:29])([CH3:28])[O:22]2)=[CH:3][CH:4]=1. The yield is 1.00. (4) The reactants are N[C@@](C1C=CC2C(=CC=C(O[C@H]3CC[C@H](C(C)(C)C)CC3)C=2C2C=CC(OC(F)(F)F)=CC=2)C=1)(C)CO.[Br:38][C:39]1[C:48]([O:49][C@H:50]2[CH2:55][CH2:54][C@H:53]([C:56]([CH3:59])([CH3:58])[CH3:57])[CH2:52][CH2:51]2)=[CH:47][CH:46]=[C:45]2[C:40]=1[CH:41]=[CH:42][C:43]([C@:60]1([CH3:66])[CH2:64][O:63]C(=O)[NH:61]1)=[CH:44]2. No catalyst specified. The product is [NH2:61][C@@:60]([C:43]1[CH:42]=[CH:41][C:40]2[C:45](=[CH:46][CH:47]=[C:48]([O:49][C@H:50]3[CH2:51][CH2:52][C@H:53]([C:56]([CH3:59])([CH3:58])[CH3:57])[CH2:54][CH2:55]3)[C:39]=2[Br:38])[CH:44]=1)([CH3:66])[CH2:64][OH:63]. The yield is 0.310. (5) The product is [C:1]([O:5][C:6](=[O:7])[NH:8][C@@H:9]1[CH2:18][CH2:17][C:12]2([O:13][CH2:14][CH2:15][O:16]2)[C@H:11]([SH:19])[CH2:10]1)([CH3:4])([CH3:2])[CH3:3]. The yield is 0.950. The reactants are [C:1]([O:5][C:6]([NH:8][C@@H:9]1[CH2:18][CH2:17][C:12]2([O:16][CH2:15][CH2:14][O:13]2)[C@H:11]([S:19]C(=O)C2C=CC=CC=2)[CH2:10]1)=[O:7])([CH3:4])([CH3:3])[CH3:2].NN. The catalyst is ClCCl. (6) The reactants are [Cl:1][C:2]1[N:3]=[C:4](Cl)[C:5]2[CH:10]=[CH:9][N:8]([CH2:11][O:12][CH2:13][CH2:14][Si:15]([CH3:18])([CH3:17])[CH3:16])[C:6]=2[N:7]=1.[N+:20]([C:23]1[CH:24]=[C:25]([OH:29])[CH:26]=[CH:27][CH:28]=1)([O-:22])=[O:21].C([O-])([O-])=O.[K+].[K+]. The catalyst is CN(C)C=O. The product is [Cl:1][C:2]1[N:3]=[C:4]([O:29][C:25]2[CH:26]=[CH:27][CH:28]=[C:23]([N+:20]([O-:22])=[O:21])[CH:24]=2)[C:5]2[CH:10]=[CH:9][N:8]([CH2:11][O:12][CH2:13][CH2:14][Si:15]([CH3:18])([CH3:17])[CH3:16])[C:6]=2[N:7]=1. The yield is 0.756.